From a dataset of Full USPTO retrosynthesis dataset with 1.9M reactions from patents (1976-2016). Predict the reactants needed to synthesize the given product. (1) Given the product [F:53][C:54]1[CH:55]=[CH:56][C:57]([CH:60]2[CH2:64][CH2:63][N:62]([C:14]([C:10]3[CH:11]=[N:12][O:13][C:9]=3[C:6]3[CH:5]=[CH:4][C:3]([C:2]([F:1])([F:18])[F:17])=[CH:8][CH:7]=3)=[O:16])[CH2:61]2)=[CH:58][CH:59]=1, predict the reactants needed to synthesize it. The reactants are: [F:1][C:2]([F:18])([F:17])[C:3]1[CH:8]=[CH:7][C:6]([C:9]2[O:13][N:12]=[CH:11][C:10]=2[C:14]([OH:16])=O)=[CH:5][CH:4]=1.[B-](F)(F)(F)F.CN(C(ON1N=NC2C1=CC=CC=2)=[N+](C)C)C.N1C=CC=CC=1.C(O)(=O)C(O)=O.[F:53][C:54]1[CH:59]=[CH:58][C:57]([CH:60]2[CH2:64][CH2:63][NH:62][CH2:61]2)=[CH:56][CH:55]=1. (2) Given the product [CH:27]([N:5]1[C:6]2[C:11](=[CH:10][C:9]([Cl:26])=[CH:8][CH:7]=2)[C:12]([CH2:13][CH2:14][O:15][C:16]2[CH:17]=[CH:18][C:19]([C:20]([OH:22])=[O:21])=[CH:24][CH:25]=2)=[C:4]1[CH2:3][CH2:2][NH:1][S:48]([C:43]1[CH:44]=[CH:45][C:46]([Cl:47])=[C:41]([Cl:40])[CH:42]=1)(=[O:50])=[O:49])([C:34]1[CH:35]=[CH:36][CH:37]=[CH:38][CH:39]=1)[C:28]1[CH:29]=[CH:30][CH:31]=[CH:32][CH:33]=1, predict the reactants needed to synthesize it. The reactants are: [NH2:1][CH2:2][CH2:3][C:4]1[N:5]([CH:27]([C:34]2[CH:39]=[CH:38][CH:37]=[CH:36][CH:35]=2)[C:28]2[CH:33]=[CH:32][CH:31]=[CH:30][CH:29]=2)[C:6]2[C:11]([C:12]=1[CH2:13][CH2:14][O:15][C:16]1[CH:25]=[CH:24][C:19]([C:20]([O:22]C)=[O:21])=[CH:18][CH:17]=1)=[CH:10][C:9]([Cl:26])=[CH:8][CH:7]=2.[Cl:40][C:41]1[CH:42]=[C:43]([S:48](Cl)(=[O:50])=[O:49])[CH:44]=[CH:45][C:46]=1[Cl:47]. (3) Given the product [Br:1][C:2]1[N:3]=[CH:4][C:5]([O:8][C:10]2[CH:17]=[CH:16][C:13]([C:14]#[N:15])=[CH:12][CH:11]=2)=[CH:6][CH:7]=1, predict the reactants needed to synthesize it. The reactants are: [Br:1][C:2]1[CH:7]=[CH:6][C:5]([OH:8])=[CH:4][N:3]=1.F[C:10]1[CH:17]=[CH:16][C:13]([C:14]#[N:15])=[CH:12][CH:11]=1.C([O-])([O-])=O.[Cs+].[Cs+]. (4) Given the product [F:24][CH2:23][CH2:22][O:21][C:13]1[CH:14]=[C:15]([N+:18]([O-:20])=[O:19])[CH:16]=[CH:17][C:12]=1[C:3]1[CH:4]=[N:5][CH:6]=[CH:7][C:2]=1[CH3:1], predict the reactants needed to synthesize it. The reactants are: [CH3:1][C:2]1[CH:7]=[CH:6][N:5]=[CH:4][C:3]=1B(O)O.Br[C:12]1[CH:17]=[CH:16][C:15]([N+:18]([O-:20])=[O:19])=[CH:14][C:13]=1[O:21][CH2:22][CH2:23][F:24].CC1C=CN=CC=1C1C=CC=C2C=1C=NN2. (5) Given the product [CH2:32]([O:39][C:40]([N:42]1[CH2:47][CH2:46][N:45]([C:3](=[O:5])[C@H:2]([OH:1])[CH2:6][CH:7]([CH3:9])[CH3:8])[CH2:44][CH2:43]1)=[O:41])[C:33]1[CH:38]=[CH:37][CH:36]=[CH:35][CH:34]=1, predict the reactants needed to synthesize it. The reactants are: [OH:1][C@H:2]([CH2:6][CH:7]([CH3:9])[CH3:8])[C:3]([OH:5])=O.C1C=CC2N(O)N=NC=2C=1.CCN=C=NCCCN(C)C.Cl.[CH2:32]([O:39][C:40]([N:42]1[CH2:47][CH2:46][NH:45][CH2:44][CH2:43]1)=[O:41])[C:33]1[CH:38]=[CH:37][CH:36]=[CH:35][CH:34]=1. (6) The reactants are: [OH:1][C:2]1[CH:7]=[C:6]([O:8][CH2:9][O:10][CH3:11])[CH:5]=[CH:4][C:3]=1[C:12]([C:14]1[CH:19]=[CH:18][C:17]([O:20][CH2:21][C:22]2[N:23]=[C:24]([C:28]3[CH:33]=[CH:32][CH:31]=[CH:30][CH:29]=3)[O:25][C:26]=2[CH3:27])=[CH:16][CH:15]=1)=[O:13].Br[CH2:35][C:36]([O:38][CH2:39][CH3:40])=[O:37].C(=O)([O-])[O-].[K+].[K+].CN(C)C=O. Given the product [C:36]([O:38][CH2:39][CH2:40][O:1][C:2]1[CH:7]=[C:6]([O:8][CH2:9][O:10][CH3:11])[CH:5]=[CH:4][C:3]=1[C:12](=[O:13])[C:14]1[CH:15]=[CH:16][C:17]([O:20][CH2:21][C:22]2[N:23]=[C:24]([C:28]3[CH:29]=[CH:30][CH:31]=[CH:32][CH:33]=3)[O:25][C:26]=2[CH3:27])=[CH:18][CH:19]=1)(=[O:37])[CH3:35], predict the reactants needed to synthesize it.